This data is from Forward reaction prediction with 1.9M reactions from USPTO patents (1976-2016). The task is: Predict the product of the given reaction. (1) Given the reactants [NH2:1][C:2]1[S:3][C:4]([C:17]2[CH:22]=[CH:21][CH:20]=[C:19]([F:23])[CH:18]=2)=[C:5]([C:7]([N:9]2[C@H:14]([CH2:15][NH2:16])[CH2:13][C@H:12]3[C@@H:10]2[CH2:11]3)=[O:8])[N:6]=1.[CH3:24][C:25]1[C:29]([C:30](O)=[O:31])=[C:28]([C:33]([F:36])([F:35])[F:34])[O:27][N:26]=1, predict the reaction product. The product is: [NH2:1][C:2]1[S:3][C:4]([C:17]2[CH:22]=[CH:21][CH:20]=[C:19]([F:23])[CH:18]=2)=[C:5]([C:7]([N:9]2[C@H:14]([CH2:15][NH:16][C:30]([C:29]3[C:25]([CH3:24])=[N:26][O:27][C:28]=3[C:33]([F:36])([F:34])[F:35])=[O:31])[CH2:13][C@H:12]3[C@@H:10]2[CH2:11]3)=[O:8])[N:6]=1. (2) Given the reactants [CH3:1][C@H:2]1[O:7][C@@H:6]2[O:8][C@H:9]3[C@H:14]([OH:15])[C@@H:13]([OH:16])[C@@H:12]([O:17][C@H:18]4[C@H:23]([OH:24])[C@@H:22]([OH:25])[C@@H:21]([O:26][C@H:27]5[C@H:32]([OH:33])[C@@H:31]([OH:34])[C@@H:30]([O:35][C@H:36]6[C@H:41]([OH:42])[C@@H:40]([OH:43])[C@@H:39]([O:44][C@H:45]7[C@H:50]([OH:51])[C@@H:49]([OH:52])[C@@H:48]([O:53][C@H:54]8[C@H:60]([OH:61])[C@@H:59]([OH:62])[C@@H:57]([O:58][C@H:3]1[C@H:4]([OH:84])[C@H:5]2[OH:83])[O:56][C@@H:55]8[CH2:63][O:64][CH2:65][CH2:66][CH2:67][CH2:68][S:69]([O-:72])(=[O:71])=[O:70])[O:47][C@@H:46]7[CH2:73][OH:74])[O:38][C@@H:37]6[CH2:75][OH:76])[O:29][C@@H:28]5[CH2:77][OH:78])[O:20][C@@H:19]4[CH2:79][OH:80])[O:11][C@@H:10]3[CH2:81][OH:82].[Na+:85].[CH3:86][CH2:87][CH2:88][CH:89]1[O:109][C@:108]2([C:110]([CH2:112][OH:113])=[O:111])[C@@H:91]([CH2:92][C@@H:93]3[C@:107]2([CH3:114])[CH2:106][C@H:105]([OH:115])[C@H:104]2[C@H:94]3[CH2:95][CH2:96][C:97]3[C@:103]2([CH3:116])[CH:102]=[CH:101][C:99](=[O:100])[CH:98]=3)[O:90]1.[CH3:117][C@H:118]1[O:123][C@@H:122]2[O:124][C@H:125]3[C@H:130]([OH:131])[C@@H:129]([OH:132])[C@@H:128]([O:133][C@H:134]4[C@H:139]([OH:140])[C@@H:138]([OH:141])[C@@H:137]([O:142][C@H:143]5[C@H:148]([OH:149])[C@@H:147]([OH:150])[C@@H:146]([O:151][C@H:152]6[C@H:157]([OH:158])[C@@H:156]([OH:159])[C@@H:155]([O:160][C@H:161]7[C@H:166]([OH:167])[C@@H:165]([OH:168])[C@@H:164]([O:169][C@H:170]8[C@H:176]([OH:177])[C@@H:175]([OH:178])[C@@H:173]([O:174][C@H:119]1[C@H:120]([OH:200])[C@H:121]2[OH:199])[O:172][C@@H:171]8[CH2:179][O:180][CH2:181][CH2:182][CH2:183][CH2:184][S:185]([O-:188])(=[O:187])=[O:186])[O:163][C@@H:162]7[CH2:189][OH:190])[O:154][C@@H:153]6[CH2:191][OH:192])[O:145][C@@H:144]5[CH2:193][OH:194])[O:136][C@@H:135]4[CH2:195][OH:196])[O:127][C@@H:126]3[CH2:197][OH:198].[Na+].[CH2:202]([OH:204])[CH3:203], predict the reaction product. The product is: [CH3:1][C@H:2]1[O:7][C@@H:6]2[O:8][C@H:9]3[C@H:14]([OH:15])[C@@H:13]([OH:16])[C@@H:12]([O:17][C@H:18]4[C@H:23]([OH:24])[C@@H:22]([OH:25])[C@@H:21]([O:26][C@H:27]5[C@H:32]([OH:33])[C@@H:31]([OH:34])[C@@H:30]([O:35][C@H:36]6[C@H:41]([OH:42])[C@@H:40]([OH:43])[C@@H:39]([O:44][C@H:45]7[C@H:50]([OH:51])[C@@H:49]([OH:52])[C@@H:48]([O:53][C@H:54]8[C@H:60]([OH:61])[C@@H:59]([OH:62])[C@@H:57]([O:58][C@H:3]1[C@H:4]([OH:84])[C@H:5]2[OH:83])[O:56][C@@H:55]8[CH2:63][O:64][CH2:65][CH2:66][CH2:67][CH2:68][S:69]([O-:72])(=[O:71])=[O:70])[O:47][C@@H:46]7[CH2:73][OH:74])[O:38][C@@H:37]6[CH2:75][OH:76])[O:29][C@@H:28]5[CH2:77][OH:78])[O:20][C@@H:19]4[CH2:79][OH:80])[O:11][C@@H:10]3[CH2:81][OH:82].[Na+:85].[CH2:89]([OH:90])[CH3:88].[CH3:117][C@H:118]1[O:123][C@@H:122]2[O:124][C@H:125]3[C@H:130]([OH:131])[C@@H:129]([OH:132])[C@@H:128]([O:133][C@H:134]4[C@H:139]([OH:140])[C@@H:138]([OH:141])[C@@H:137]([O:142][C@H:143]5[C@H:148]([OH:149])[C@@H:147]([OH:150])[C@@H:146]([O:151][C@H:152]6[C@H:157]([OH:158])[C@@H:156]([OH:159])[C@@H:155]([O:160][C@H:161]7[C@H:166]([OH:167])[C@@H:165]([OH:168])[C@@H:164]([O:169][C@H:170]8[C@H:176]([OH:177])[C@@H:175]([OH:178])[C@@H:173]([O:174][C@H:119]1[C@H:120]([OH:200])[C@H:121]2[OH:199])[O:172][C@@H:171]8[CH2:179][O:180][CH2:181][CH2:182][CH2:183][CH2:184][S:185]([O-:188])(=[O:187])=[O:186])[O:163][C@@H:162]7[CH2:189][OH:190])[O:154][C@@H:153]6[CH2:191][OH:192])[O:145][C@@H:144]5[CH2:193][OH:194])[O:136][C@@H:135]4[CH2:195][OH:196])[O:127][C@@H:126]3[CH2:197][OH:198].[Na+:85].[CH2:202]([OH:204])[CH3:203].[CH3:86][CH2:87][CH2:88][CH:89]1[O:109][C@:108]2([C:110]([CH2:112][OH:113])=[O:111])[C@@H:91]([CH2:92][C@@H:93]3[C@:107]2([CH3:114])[CH2:106][C@H:105]([OH:115])[C@H:104]2[C@H:94]3[CH2:95][CH2:96][C:97]3[C@:103]2([CH3:116])[CH:102]=[CH:101][C:99](=[O:100])[CH:98]=3)[O:90]1. (3) Given the reactants [ClH:1].O1CCOCC1.Cl.CCOCC.Cl.CO.[C:17]([OH:29])(=[O:28])[CH2:18][C:19]([CH2:24][C:25]([OH:27])=[O:26])([C:21]([OH:23])=[O:22])[OH:20], predict the reaction product. The product is: [ClH:1].[C:17]([OH:29])(=[O:28])[CH2:18][C:19]([CH2:24][C:25]([OH:27])=[O:26])([C:21]([OH:23])=[O:22])[OH:20]. (4) Given the reactants [F:1][C:2]1[C:29]([NH:30][S:31]([CH2:34][CH2:35][CH3:36])(=[O:33])=[O:32])=[CH:28][CH:27]=[C:26]([F:37])[C:3]=1[C:4]([NH:6][C:7]1[CH:8]=[C:9]2[CH:15]=[C:14](I)[N:13](S(C3C=CC=CC=3)(=O)=O)[C:10]2=[N:11][CH:12]=1)=[O:5].[CH3:38][NH:39][CH3:40], predict the reaction product. The product is: [CH3:38][N:39]([CH3:40])[C:14]1[NH:13][C:10]2=[N:11][CH:12]=[C:7]([NH:6][C:4](=[O:5])[C:3]3[C:26]([F:37])=[CH:27][CH:28]=[C:29]([NH:30][S:31]([CH2:34][CH2:35][CH3:36])(=[O:32])=[O:33])[C:2]=3[F:1])[CH:8]=[C:9]2[CH:15]=1. (5) Given the reactants [Cl:1][C:2]1[CH:3]=[C:4]([NH:16][C:17]2[C:26]3[C:21](=[CH:22][CH:23]=[CH:24][C:25]=3[O:27][CH2:28][CH2:29][NH:30][CH2:31][CH2:32][OH:33])[N:20]=[CH:19][N:18]=2)[CH:5]=[CH:6][C:7]=1[O:8][CH2:9][C:10]1[CH:15]=[CH:14][CH:13]=[CH:12][N:11]=1.[C:34](Cl)(=[O:36])[CH3:35], predict the reaction product. The product is: [Cl:1][C:2]1[CH:3]=[C:4]([NH:16][C:17]2[C:26]3[C:21](=[CH:22][CH:23]=[CH:24][C:25]=3[O:27][CH2:28][CH2:29][N:30]([CH2:31][CH2:32][OH:33])[C:34](=[O:36])[CH3:35])[N:20]=[CH:19][N:18]=2)[CH:5]=[CH:6][C:7]=1[O:8][CH2:9][C:10]1[CH:15]=[CH:14][CH:13]=[CH:12][N:11]=1. (6) Given the reactants [C:1]1([CH3:21])[CH:6]=[CH:5][C:4]([S:7]([CH:10]([NH:18][CH:19]=O)[C:11]2[CH:16]=[CH:15][C:14]([F:17])=[CH:13][CH:12]=2)(=[O:9])=[O:8])=[CH:3][CH:2]=1.O=P(Cl)(Cl)Cl.C(N(CC)CC)C.C(=O)(O)[O-].[Na+], predict the reaction product. The product is: [C:1]1([CH3:21])[CH:2]=[CH:3][C:4]([S:7]([CH:10]([N+:18]#[C-:19])[C:11]2[CH:16]=[CH:15][C:14]([F:17])=[CH:13][CH:12]=2)(=[O:9])=[O:8])=[CH:5][CH:6]=1.